From a dataset of Peptide-MHC class I binding affinity with 185,985 pairs from IEDB/IMGT. Regression. Given a peptide amino acid sequence and an MHC pseudo amino acid sequence, predict their binding affinity value. This is MHC class I binding data. (1) The peptide sequence is GDYKLVEI. The MHC is Mamu-B52 with pseudo-sequence Mamu-B52. The binding affinity (normalized) is 0. (2) The peptide sequence is VLYDEFVTI. The MHC is HLA-B07:02 with pseudo-sequence HLA-B07:02. The binding affinity (normalized) is 0. (3) The peptide sequence is PFPQQPQQPY. The MHC is HLA-A01:01 with pseudo-sequence HLA-A01:01. The binding affinity (normalized) is 0.